This data is from Reaction yield outcomes from USPTO patents with 853,638 reactions. The task is: Predict the reaction yield, written as a fraction of the theoretical maximum amount of product (1.0 means a 100% yield; for example, 0.34 means a 34% yield). (1) The reactants are [CH3:1][CH:2]([CH2:9][O:10][C:11]1[CH:16]=[CH:15][C:14]([C:17]([F:20])([F:19])[F:18])=[CH:13][C:12]=1[O:21][C:22]1[CH:27]=[CH:26][CH:25]=[CH:24][CH:23]=1)[CH2:3][O:4]S(C)(=O)=O.C([O:30][C:31](=[O:44])[C:32]([O:35][C:36]1[CH:41]=[CH:40][C:39](O)=[CH:38][C:37]=1[CH3:43])([CH3:34])[CH3:33])C. No catalyst specified. The product is [CH3:34][C:32]([O:35][C:36]1[CH:41]=[CH:40][C:39]([O:4][CH2:3][CH:2]([CH3:1])[CH2:9][O:10][C:11]2[CH:16]=[CH:15][C:14]([C:17]([F:20])([F:19])[F:18])=[CH:13][C:12]=2[O:21][C:22]2[CH:27]=[CH:26][CH:25]=[CH:24][CH:23]=2)=[CH:38][C:37]=1[CH3:43])([CH3:33])[C:31]([OH:44])=[O:30]. The yield is 0.600. (2) The reactants are [NH2:1][C@H:2]1[CH2:21][N:5]2[C:6](=[O:20])[N:7]([C:9]3[CH:14]=[CH:13][C:12]([O:15][C:16]([F:19])([F:18])[F:17])=[CH:11][CH:10]=3)[CH2:8][C@@H:4]2[CH2:3]1.[Cl:22][C:23]1[CH:28]=[CH:27][CH:26]=[CH:25][C:24]=1[S:29](Cl)(=[O:31])=[O:30]. No catalyst specified. The product is [Cl:22][C:23]1[CH:28]=[CH:27][CH:26]=[CH:25][C:24]=1[S:29]([NH:1][C@H:2]1[CH2:21][N:5]2[C:6](=[O:20])[N:7]([C:9]3[CH:14]=[CH:13][C:12]([O:15][C:16]([F:19])([F:17])[F:18])=[CH:11][CH:10]=3)[CH2:8][C@@H:4]2[CH2:3]1)(=[O:31])=[O:30]. The yield is 0.270. (3) The reactants are C[O:2][C:3](=[O:17])[CH:4]=[CH:5][C:6]1[CH:11]=[CH:10][C:9]([F:12])=[CH:8][C:7]=1[O:13][CH2:14][CH2:15][CH3:16].[Li+].[OH-]. No catalyst specified. The product is [F:12][C:9]1[CH:10]=[CH:11][C:6]([CH:5]=[CH:4][C:3]([OH:17])=[O:2])=[C:7]([O:13][CH2:14][CH2:15][CH3:16])[CH:8]=1. The yield is 0.920.